Dataset: Catalyst prediction with 721,799 reactions and 888 catalyst types from USPTO. Task: Predict which catalyst facilitates the given reaction. (1) Reactant: [CH3:1][C:2]1[C:10]2[C:5](=[CH:6][C:7]([NH2:11])=[CH:8][CH:9]=2)[N:4]([C:12]2[CH:17]=[CH:16][CH:15]=[CH:14][CH:13]=2)[N:3]=1.[NH:18]1[C:22]2[CH:23]=[CH:24][C:25]([C:27](O)=[O:28])=[CH:26][C:21]=2[N:20]=[CH:19]1.N(CCCC)(CCCC)CCCC.[I-].ClC1C=CC=C[N+]=1C. Product: [CH3:1][C:2]1[C:10]2[C:5](=[CH:6][C:7]([NH:11][C:27]([C:25]3[CH:24]=[CH:23][C:22]4[NH:18][CH:19]=[N:20][C:21]=4[CH:26]=3)=[O:28])=[CH:8][CH:9]=2)[N:4]([C:12]2[CH:13]=[CH:14][CH:15]=[CH:16][CH:17]=2)[N:3]=1. The catalyst class is: 9. (2) Reactant: C[O:2][C:3]1[CH:8]=[CH:7][N:6]=[CH:5][CH:4]=1.[Br:9][CH2:10][CH2:11][C:12](Cl)=[O:13].Cl.[F:16][C:17]1[CH:18]=[C:19]([Mg]Br)[CH:20]=[CH:21][C:22]=1[F:23]. Product: [Br:9][CH2:10][CH2:11][C:12]([N:6]1[CH:7]=[CH:8][C:3](=[O:2])[CH2:4][CH:5]1[C:20]1[CH:19]=[CH:18][C:17]([F:16])=[C:22]([F:23])[CH:21]=1)=[O:13]. The catalyst class is: 7.